Dataset: Full USPTO retrosynthesis dataset with 1.9M reactions from patents (1976-2016). Task: Predict the reactants needed to synthesize the given product. (1) Given the product [CH3:28][C:20]1[CH:19]=[C:18]([C@H:10]2[CH2:9][C@@H:8]([C:6]3[O:7][NH:32][C:4](=[O:3])[CH:5]=3)[CH2:13][CH2:12][N:11]2[C:14]([O:16][CH3:17])=[O:15])[CH:23]=[CH:22][C:21]=1[C:24]([F:27])([F:26])[F:25], predict the reactants needed to synthesize it. The reactants are: C([O:3][C:4](=O)[CH2:5][C:6]([C@H:8]1[CH2:13][CH2:12][N:11]([C:14]([O:16][CH3:17])=[O:15])[C@@H:10]([C:18]2[CH:23]=[CH:22][C:21]([C:24]([F:27])([F:26])[F:25])=[C:20]([CH3:28])[CH:19]=2)[CH2:9]1)=[O:7])C.[OH-].[Na+].[NH2:32]O.Cl. (2) Given the product [S:1]1[C:2]2[CH:11]=[CH:10][CH:9]=[CH:8][C:3]=2[C:4](/[CH:6]=[CH:13]\[C:14]([OH:16])=[O:15])=[CH:5]1, predict the reactants needed to synthesize it. The reactants are: [S:1]1[CH:5]=[C:4]([CH:6]=O)[C:3]2[CH:8]=[CH:9][CH:10]=[CH:11][C:2]1=2.C(O)(=O)[CH2:13][C:14]([OH:16])=[O:15].N1CCCCC1. (3) Given the product [OH:29][CH2:28][C:26]1[CH:27]=[C:22]2[N:21]=[CH:20][N:19]([CH2:18][C:16]3[CH:15]=[CH:14][C:12]4[N:13]=[C:9]([NH:8][C@@H:3]5[CH2:4][CH2:5][CH2:6][CH2:7][C@H:2]5[OH:1])[S:10][C:11]=4[CH:17]=3)[C:23]2=[N:24][CH:25]=1, predict the reactants needed to synthesize it. The reactants are: [OH:1][C@@H:2]1[CH2:7][CH2:6][CH2:5][CH2:4][C@H:3]1[NH:8][C:9]1[S:10][C:11]2[CH:17]=[C:16]([CH2:18][N:19]3[C:23]4=[N:24][CH:25]=[C:26]([C:28](OC)=[O:29])[CH:27]=[C:22]4[N:21]=[CH:20]3)[CH:15]=[CH:14][C:12]=2[N:13]=1.[H-].C([Al+]CC(C)C)C(C)C.Cl. (4) Given the product [Cl:1][C:2]1[C:7]([C:8]2[N:9]=[C:10]([CH:20]3[CH2:25][CH2:24][O:23][CH2:22][CH2:21]3)[S:11][C:12]=2[C:13]2[CH:18]=[CH:17][N:16]=[CH:15][N:14]=2)=[CH:6][CH:5]=[CH:4][C:3]=1[NH:26][S:27]([C:30]1[C:35]([F:36])=[CH:34][CH:33]=[CH:32][C:31]=1[F:37])(=[O:28])=[O:29], predict the reactants needed to synthesize it. The reactants are: [Cl:1][C:2]1[C:7]([C:8]2[N:9]=[C:10]([CH:20]3[CH2:25][CH2:24][O:23][CH2:22][CH2:21]3)[S:11][C:12]=2[C:13]2[CH:18]=[CH:17][N:16]=[C:15](Cl)[N:14]=2)=[CH:6][CH:5]=[CH:4][C:3]=1[NH:26][S:27]([C:30]1[C:35]([F:36])=[CH:34][CH:33]=[CH:32][C:31]=1[F:37])(=[O:29])=[O:28].C([O-])=O.[NH4+]. (5) Given the product [OH:33][C@H:32]1[CH2:31][CH2:30][C@@:29]2([CH3:34])[C:9](=[CH:10][CH2:11][C@@H:12]3[C@@H:28]2[CH2:27][CH2:26][C@@:25]2([CH3:35])[C@H:13]3[CH2:14][CH:15]=[C:16]2[C@H:17]([CH3:24])[CH2:18][CH2:19][CH2:20][CH:21]([CH3:23])[CH3:22])[C:8]1([CH3:36])[CH3:7], predict the reactants needed to synthesize it. The reactants are: [H-].[Al+3].[Li+].[H-].[H-].[H-].[CH3:7][C:8]1([CH3:36])[C:32](=[O:33])[CH2:31][CH2:30][C@@:29]2([CH3:34])[C:9]1=[CH:10][CH2:11][C@@H:12]1[C@@H:28]2[CH2:27][CH2:26][C@@:25]2([CH3:35])[C@H:13]1[CH2:14][CH:15]=[C:16]2[C@H:17]([CH3:24])[CH2:18][CH2:19][CH2:20][CH:21]([CH3:23])[CH3:22].O. (6) The reactants are: [C:1]([C:4]1[C:5]([CH3:13])=[C:6]([C:11]#[N:12])[S:7][C:8]=1[S:9][CH3:10])(=[O:3])[CH3:2].[CH3:14][N:15]([CH:17](OC)OC)[CH3:16]. Given the product [CH3:14][N:15]([CH3:17])[CH:16]=[CH:2][C:1]([C:4]1[C:5]([CH3:13])=[C:6]([C:11]#[N:12])[S:7][C:8]=1[S:9][CH3:10])=[O:3], predict the reactants needed to synthesize it. (7) Given the product [ClH:1].[N:11]1([C:2]2[C:10]3[C:5](=[CH:6][CH:7]=[CH:8][CH:9]=3)[NH:4][N:3]=2)[CH2:16][CH2:15][NH:14][CH2:13][CH2:12]1, predict the reactants needed to synthesize it. The reactants are: [Cl:1][C:2]1[C:10]2[C:5](=[CH:6][CH:7]=[CH:8][CH:9]=2)[NH:4][N:3]=1.[NH:11]1[CH2:16][CH2:15][NH:14][CH2:13][CH2:12]1. (8) Given the product [OH:1][CH2:2][CH2:3][C:4]([N:6]1[CH2:11][CH2:10][C:9]([C:12]2[C:13]([F:39])=[CH:14][C:15]([N:19]3[CH2:23][C@H:22]([CH2:24][NH:25][C:33]4[CH:37]=[CH:36][O:35][N:34]=4)[O:21][C:20]3=[O:38])=[CH:16][C:17]=2[F:18])=[CH:8][CH2:7]1)=[O:5], predict the reactants needed to synthesize it. The reactants are: [OH:1][CH2:2][CH2:3][C:4]([N:6]1[CH2:11][CH2:10][C:9]([C:12]2[C:17]([F:18])=[CH:16][C:15]([N:19]3[CH2:23][C@H:22]([CH2:24][N:25]([C:33]4[CH:37]=[CH:36][O:35][N:34]=4)C(OC(C)(C)C)=O)[O:21][C:20]3=[O:38])=[CH:14][C:13]=2[F:39])=[CH:8][CH2:7]1)=[O:5].FC(F)(F)C(O)=O.